This data is from Forward reaction prediction with 1.9M reactions from USPTO patents (1976-2016). The task is: Predict the product of the given reaction. (1) Given the reactants [CH3:1][S:2]([N:5]1[CH2:10][CH:9]=[C:8]([C:11]2[CH:12]=[C:13]3[CH2:19][C@@H:18]([CH:20]4[CH2:25][CH2:24][NH:23][CH2:22][CH2:21]4)[O:17][C:14]3=[CH:15][N:16]=2)[CH2:7][CH2:6]1)(=[O:4])=[O:3].Cl[C:27]1[N:32]=[CH:31][C:30]([C:33]([F:36])([F:35])[F:34])=[CH:29][N:28]=1.C(=O)([O-])[O-].[K+].[K+], predict the reaction product. The product is: [CH3:1][S:2]([N:5]1[CH2:6][CH:7]=[C:8]([C:11]2[CH:12]=[C:13]3[CH2:19][C@@H:18]([CH:20]4[CH2:25][CH2:24][N:23]([C:27]5[N:32]=[CH:31][C:30]([C:33]([F:36])([F:35])[F:34])=[CH:29][N:28]=5)[CH2:22][CH2:21]4)[O:17][C:14]3=[CH:15][N:16]=2)[CH2:9][CH2:10]1)(=[O:3])=[O:4]. (2) Given the reactants Br[CH:2]1[CH2:8][CH2:7][CH2:6][C:5]2[CH:9]=[C:10]([N:13]3[CH2:17][C@H:16]([CH2:18][NH:19][C:20](=[O:22])[CH3:21])[O:15][C:14]3=[O:23])[CH:11]=[CH:12][C:4]=2[C:3]1=O.[C:25]1([NH:31][C:32](=S)[NH:33][NH2:34])[CH:30]=[CH:29][CH:28]=[CH:27][CH:26]=1, predict the reaction product. The product is: [O:23]=[C:14]1[N:13]([C:10]2[CH:11]=[CH:12][C:4]3[C:3]4[NH:34][N:33]=[C:32]([NH:31][C:25]5[CH:30]=[CH:29][CH:28]=[CH:27][CH:26]=5)[C:2]=4[CH2:8][CH2:7][CH2:6][C:5]=3[CH:9]=2)[CH2:17][C@H:16]([CH2:18][NH:19][C:20](=[O:22])[CH3:21])[O:15]1. (3) Given the reactants [O:1]=[C:2]1[CH2:7][CH2:6][N:5]([C:8]([O:10][C:11]([CH3:14])([CH3:13])[CH3:12])=[O:9])[CH2:4][CH2:3]1.[CH:15]([Mg]Br)=[CH2:16].O, predict the reaction product. The product is: [CH:15]([C:2]1([OH:1])[CH2:3][CH2:4][N:5]([C:8]([O:10][C:11]([CH3:14])([CH3:13])[CH3:12])=[O:9])[CH2:6][CH2:7]1)=[CH2:16]. (4) Given the reactants [Cl:1][C:2]1[C:3]([F:28])=[C:4]([CH:8]2[C:12]([C:15]3[CH:20]=[CH:19][C:18]([Cl:21])=[CH:17][C:16]=3[F:22])([C:13]#[N:14])[CH:11]([CH2:23][C:24]([CH3:27])([CH3:26])[CH3:25])[CH2:10][NH:9]2)[CH:5]=[CH:6][CH:7]=1.C(=O)([O-])[O-].[K+].[K+].[C:35]([O:38][CH2:39][CH3:40])(=[O:37])[CH3:36], predict the reaction product. The product is: [CH2:39]([O:38][C:35](=[O:37])[CH2:36][N:9]1[CH2:10][C@@H:11]([CH2:23][C:24]([CH3:25])([CH3:27])[CH3:26])[C@@:12]([C:15]2[CH:20]=[CH:19][C:18]([Cl:21])=[CH:17][C:16]=2[F:22])([C:13]#[N:14])[C@H:8]1[C:4]1[CH:5]=[CH:6][CH:7]=[C:2]([Cl:1])[C:3]=1[F:28])[CH3:40].